Predict the product of the given reaction. From a dataset of Forward reaction prediction with 1.9M reactions from USPTO patents (1976-2016). (1) Given the reactants [CH3:1][C:2]1([CH3:26])[C:6]([CH3:8])([CH3:7])[O:5][B:4]([C:9]2[CH:14]=[CH:13][C:12]([C@@H:15]([CH3:25])[CH2:16][NH:17][C:18](=[O:24])[O:19][C:20]([CH3:23])([CH3:22])[CH3:21])=[CH:11][CH:10]=2)[O:3]1.[CH3:27][Si]([N-][Si](C)(C)C)(C)C.[Na+].CI, predict the reaction product. The product is: [CH3:27][N:17]([CH2:16][C@@H:15]([C:12]1[CH:13]=[CH:14][C:9]([B:4]2[O:3][C:2]([CH3:26])([CH3:1])[C:6]([CH3:7])([CH3:8])[O:5]2)=[CH:10][CH:11]=1)[CH3:25])[C:18](=[O:24])[O:19][C:20]([CH3:23])([CH3:22])[CH3:21]. (2) Given the reactants [C:1]([O:5][C:6]([NH:8][CH2:9][C@H:10]1[CH2:15][CH2:14][C@H:13]([C:16]([NH:18][C@@H:19]([CH2:23][C:24]2[CH:29]=[CH:28][C:27]([C:30]3[CH:35]=[CH:34][C:33]([C:36](=[O:51])[NH:37][CH:38]4[CH2:43][CH2:42][N:41]([C:44]([O:46][C:47]([CH3:50])([CH3:49])[CH3:48])=[O:45])[CH2:40][CH2:39]4)=[CH:32][C:31]=3[CH3:52])=[CH:26][CH:25]=2)[C:20](O)=[O:21])=[O:17])[CH2:12][CH2:11]1)=[O:7])([CH3:4])([CH3:3])[CH3:2].[NH2:53][C:54]1[CH:59]=[CH:58][C:57]([C:60]2[NH:64][N:63]=[C:62]([C:65]([F:74])([F:73])[C:66]([F:72])([F:71])[C:67]([O:69][CH3:70])=[O:68])[N:61]=2)=[CH:56][CH:55]=1.C(P1(=O)OP(=O)(CCC)OP(=O)(CCC)O1)CC, predict the reaction product. The product is: [C:1]([O:5][C:6]([NH:8][CH2:9][C@H:10]1[CH2:15][CH2:14][C@H:13]([C:16]([NH:18][C@H:19]([C:20](=[O:21])[NH:53][C:54]2[CH:55]=[CH:56][C:57]([C:60]3[NH:64][N:63]=[C:62]([C:65]([F:74])([F:73])[C:66]([F:72])([F:71])[C:67]([O:69][CH3:70])=[O:68])[N:61]=3)=[CH:58][CH:59]=2)[CH2:23][C:24]2[CH:29]=[CH:28][C:27]([C:30]3[CH:35]=[CH:34][C:33]([C:36]([NH:37][CH:38]4[CH2:39][CH2:40][N:41]([C:44]([O:46][C:47]([CH3:50])([CH3:49])[CH3:48])=[O:45])[CH2:42][CH2:43]4)=[O:51])=[CH:32][C:31]=3[CH3:52])=[CH:26][CH:25]=2)=[O:17])[CH2:12][CH2:11]1)=[O:7])([CH3:3])([CH3:2])[CH3:4]. (3) Given the reactants [C:1]([C:5]1[N:6]=[C:7]([N:16]2[CH2:20][CH2:19][C:18]([F:22])([F:21])[CH2:17]2)[C:8]2[C:9](=[N:11][N:12]([CH2:14][CH3:15])[N:13]=2)[N:10]=1)([CH3:4])([CH3:3])[CH3:2].C([C:27]1N=C(N2CCC(F)(F)C2)[C:30]2N=[N:34][NH:33][C:31]=2[N:32]=1)(C)(C)C.ClCC1N(C)C(C)=NN=1, predict the reaction product. The product is: [C:1]([C:5]1[N:6]=[C:7]([N:16]2[CH2:20][CH2:19][C:18]([F:21])([F:22])[CH2:17]2)[C:8]2[C:9](=[N:11][N:12]([CH2:14][C:15]3[N:32]([CH3:27])[C:31]([CH3:30])=[N:33][N:34]=3)[N:13]=2)[N:10]=1)([CH3:2])([CH3:3])[CH3:4].